This data is from Forward reaction prediction with 1.9M reactions from USPTO patents (1976-2016). The task is: Predict the product of the given reaction. (1) Given the reactants [CH3:1][C:2]1[CH:7]=[CH:6][N:5]2[CH:8]=[CH:9][N:10]=[C:4]2[N:3]=1.C([O-])(=O)C.[Na+].[Br-:16].[K+].BrBr, predict the reaction product. The product is: [Br:16][C:8]1[N:5]2[CH:6]=[CH:7][C:2]([CH3:1])=[N:3][C:4]2=[N:10][CH:9]=1. (2) The product is: [Br:1][C:2]1[CH:10]=[CH:9][C:5]([C:6]([O:8][CH3:14])=[O:7])=[C:4]([F:11])[CH:3]=1. Given the reactants [Br:1][C:2]1[CH:10]=[CH:9][C:5]([C:6]([OH:8])=[O:7])=[C:4]([F:11])[CH:3]=1.IC.[C:14](=O)([O-])O.[Na+], predict the reaction product.